Task: Regression. Given two drug SMILES strings and cell line genomic features, predict the synergy score measuring deviation from expected non-interaction effect.. Dataset: NCI-60 drug combinations with 297,098 pairs across 59 cell lines Drug 1: COC1=CC(=CC(=C1O)OC)C2C3C(COC3=O)C(C4=CC5=C(C=C24)OCO5)OC6C(C(C7C(O6)COC(O7)C8=CC=CS8)O)O. Drug 2: COCCOC1=C(C=C2C(=C1)C(=NC=N2)NC3=CC=CC(=C3)C#C)OCCOC.Cl. Cell line: M14. Synergy scores: CSS=34.2, Synergy_ZIP=3.08, Synergy_Bliss=3.03, Synergy_Loewe=-11.1, Synergy_HSA=2.18.